From a dataset of Full USPTO retrosynthesis dataset with 1.9M reactions from patents (1976-2016). Predict the reactants needed to synthesize the given product. (1) Given the product [CH:1]1([CH2:6][O:7][C:8]2[CH:9]=[C:10]([CH:11]([OH:12])[CH2:17][C:16]#[N:18])[CH:13]=[CH:14][CH:15]=2)[CH2:2][CH2:3][CH2:4][CH2:5]1, predict the reactants needed to synthesize it. The reactants are: [CH:1]1([CH2:6][O:7][C:8]2[CH:9]=[C:10]([CH:13]=[CH:14][CH:15]=2)[CH:11]=[O:12])[CH2:5][CH2:4][CH2:3][CH2:2]1.[C:16](#[N:18])[CH3:17]. (2) Given the product [CH3:1][N:2]1[C:10]2[C:5](=[CH:6][CH:7]=[CH:8][CH:9]=2)[C:4]([C:13](=[O:17])[CH2:14][CH2:15][CH3:16])=[CH:3]1, predict the reactants needed to synthesize it. The reactants are: [CH3:1][N:2]1[C:10]2[C:5](=[CH:6][CH:7]=[CH:8][CH:9]=2)[CH:4]=[CH:3]1.CN(C)[C:13](=[O:17])[CH2:14][CH2:15][CH3:16].O=P(Cl)(Cl)Cl. (3) Given the product [CH3:26][O:25][C:22]1[CH:23]=[CH:24][C:19]([CH2:18][NH:17][C:9]2[C:8]3[C:5]4[CH:6]=[CH:7][C:2]([C:32]5[CH:33]=[CH:34][C:29]([C:28]([F:39])([F:38])[F:27])=[CH:30][CH:31]=5)=[CH:3][C:4]=4[S:14][C:13]=3[C:12]([C:15]#[N:16])=[CH:11][N:10]=2)=[CH:20][CH:21]=1, predict the reactants needed to synthesize it. The reactants are: Br[C:2]1[CH:7]=[CH:6][C:5]2[C:8]3[C:9]([NH:17][CH2:18][C:19]4[CH:24]=[CH:23][C:22]([O:25][CH3:26])=[CH:21][CH:20]=4)=[N:10][CH:11]=[C:12]([C:15]#[N:16])[C:13]=3[S:14][C:4]=2[CH:3]=1.[F:27][C:28]([F:39])([F:38])[C:29]1[CH:34]=[CH:33][C:32](B(O)O)=[CH:31][CH:30]=1.C1C=CC(P(C2C=CC=CC=2)C2C=CC=CC=2)=CC=1.C([O-])([O-])=O.[Na+].[Na+]. (4) Given the product [C:16]([O:15][C:13](/[CH:12]=[CH:11]/[C:8]1[N:9]=[CH:10][C:5](/[CH:3]=[CH:12]/[C:13]([O:15][CH2:16][CH3:17])=[O:14])=[CH:6][CH:7]=1)=[O:14])([CH3:19])([CH3:18])[CH3:17], predict the reactants needed to synthesize it. The reactants are: [H-].[Na+].[CH:3]([C:5]1[CH:6]=[CH:7][C:8](/[CH:11]=[CH:12]/[C:13]([O:15][C:16]([CH3:19])([CH3:18])[CH3:17])=[O:14])=[N:9][CH:10]=1)=O. (5) Given the product [C:30]([N:25]1[CH2:24][CH2:23][CH:22]([NH:21][S:20]([C:13]2[C:14]3[C:19](=[CH:18][CH:17]=[CH:16][CH:15]=3)[C:10]([C:8]([OH:9])=[O:38])=[CH:11][CH:12]=2)(=[O:28])=[O:29])[CH2:27][CH2:26]1)(=[O:34])[CH2:31][CH2:32][CH3:33], predict the reactants needed to synthesize it. The reactants are: C1(N[C:8]([C:10]2[C:19]3[C:14](=[CH:15][CH:16]=[CH:17][CH:18]=3)[C:13]([S:20](=[O:29])(=[O:28])[NH:21][CH:22]3[CH2:27][CH2:26][NH:25][CH2:24][CH2:23]3)=[CH:12][CH:11]=2)=[O:9])CCCCC1.[C:30](Cl)(=[O:34])[CH2:31][CH2:32][CH3:33].ClC(OCC)=[O:38]. (6) Given the product [CH3:1][O:2][C:3](=[O:20])[CH2:4][C:5]1[C:6]([CH3:19])=[N:7][N:8]([CH2:11][C:12]2[CH:13]=[CH:14][C:15]([NH:18][C:39]([C:37]3[O:38][C:34]4[CH:33]=[CH:32][C:31]([F:30])=[CH:43][C:35]=4[C:36]=3[CH3:42])=[O:40])=[CH:16][CH:17]=2)[C:9]=1[CH3:10], predict the reactants needed to synthesize it. The reactants are: [CH3:1][O:2][C:3](=[O:20])[CH2:4][C:5]1[C:6]([CH3:19])=[N:7][N:8]([CH2:11][C:12]2[CH:17]=[CH:16][C:15]([NH2:18])=[CH:14][CH:13]=2)[C:9]=1[CH3:10].C(N(C(C)C)CC)(C)C.[F:30][C:31]1[CH:32]=[CH:33][C:34]2[O:38][C:37]([C:39](O)=[O:40])=[C:36]([CH3:42])[C:35]=2[CH:43]=1.CCCP(O)(O)=O.C(OCC)(=O)C. (7) Given the product [C:18]([C:3]12[CH2:4][CH:5]3[CH2:6][CH:7]([CH2:8][C:1]([C:11](=[O:13])[CH3:12])([CH2:10]3)[CH2:2]1)[CH2:9]2)([OH:21])=[O:20], predict the reactants needed to synthesize it. The reactants are: [C:1]12([C:11](=[O:13])[CH3:12])[CH2:10][CH:5]3[CH2:6][CH:7]([CH2:9][CH:3]([CH2:4]3)[CH2:2]1)[CH2:8]2.[C]=O.O=O.[C:18]([OH:21])(=[O:20])C. (8) Given the product [C:1]([C@@H:4]1[CH2:8][CH2:7][CH2:6][N:5]1[C:9](=[O:19])[CH2:10][NH:11][C:12](=[O:18])[O:13][C:14]([CH3:15])([CH3:16])[CH3:17])#[N:2], predict the reactants needed to synthesize it. The reactants are: [C:1]([C@@H:4]1[CH2:8][CH2:7][CH2:6][N:5]1[C:9](=[O:19])[CH2:10][NH:11][C:12](=[O:18])[O:13][C:14]([CH3:17])([CH3:16])[CH3:15])(=O)[NH2:2].N1C=CC=CC=1.FC(F)(F)C(OC(=O)C(F)(F)F)=O. (9) Given the product [N:22]1([C:28]([N:13]2[CH2:12][C:11]3[CH:14]=[CH:15][C:16]([C:18]([O:20][CH3:21])=[O:19])=[CH:17][C:10]=3[O:9][CH2:8][C@@H:7]2[C:1]2[CH:2]=[CH:3][CH:4]=[CH:5][CH:6]=2)=[O:29])[CH2:27][CH2:26][O:25][CH2:24][CH2:23]1, predict the reactants needed to synthesize it. The reactants are: [C:1]1([C@@H:7]2[NH:13][CH2:12][C:11]3[CH:14]=[CH:15][C:16]([C:18]([O:20][CH3:21])=[O:19])=[CH:17][C:10]=3[O:9][CH2:8]2)[CH:6]=[CH:5][CH:4]=[CH:3][CH:2]=1.[N:22]1([C:28](Cl)=[O:29])[CH2:27][CH2:26][O:25][CH2:24][CH2:23]1.CCN(CC)CC. (10) Given the product [Cl:14][C:6]1[C:5]([CH3:11])=[C:4]([CH:1]([CH3:3])[CH3:2])[N:9]=[CH:8][N:7]=1, predict the reactants needed to synthesize it. The reactants are: [CH:1]([C:4]1[N:9]=[CH:8][N:7]=[C:6](O)[C:5]=1[CH3:11])([CH3:3])[CH3:2].P(Cl)(Cl)([Cl:14])=O.